This data is from Forward reaction prediction with 1.9M reactions from USPTO patents (1976-2016). The task is: Predict the product of the given reaction. (1) Given the reactants CC(C)([O-])C.[K+].N1(C(=O)C(=NO)C)CCCC1.[N+](C1C=CC(OC([NH:28][CH2:29][C:30]2([CH2:36][C:37]([OH:39])=[O:38])[CH2:35][CH2:34][CH2:33][CH2:32][CH2:31]2)=O)=CC=1)([O-])=O.O, predict the reaction product. The product is: [NH2:28][CH2:29][C:30]1([CH2:36][C:37]([OH:39])=[O:38])[CH2:35][CH2:34][CH2:33][CH2:32][CH2:31]1. (2) Given the reactants [CH2:1]([NH:8][CH2:9][CH:10]([CH2:21][O:22][Si:23]([C:26]([CH3:29])([CH3:28])[CH3:27])([CH3:25])[CH3:24])[CH:11]([C:13]1[CH:18]=[CH:17][C:16]([Cl:19])=[C:15]([F:20])[CH:14]=1)[OH:12])[C:2]1[CH:7]=[CH:6][CH:5]=[CH:4][CH:3]=1.C(N(CC)CC)C.[Cl:37][CH2:38][C:39](Cl)=[O:40], predict the reaction product. The product is: [CH2:1]([N:8]([CH2:9][CH:10]([CH2:21][O:22][Si:23]([C:26]([CH3:29])([CH3:28])[CH3:27])([CH3:25])[CH3:24])[CH:11]([C:13]1[CH:18]=[CH:17][C:16]([Cl:19])=[C:15]([F:20])[CH:14]=1)[OH:12])[C:39](=[O:40])[CH2:38][Cl:37])[C:2]1[CH:3]=[CH:4][CH:5]=[CH:6][CH:7]=1.